From a dataset of Forward reaction prediction with 1.9M reactions from USPTO patents (1976-2016). Predict the product of the given reaction. (1) The product is: [CH2:62]([O:61][C:59]([C:58]1[CH:69]=[CH:70][C:55]([N:46]2[C:47]([CH3:48])=[C:43]([Cl:42])[C:44]([C:49]([O:51][CH2:52][CH3:53])=[O:50])=[N:45]2)=[C:56]([C:71]([N:73]2[CH2:82][CH2:81][C:80]3[C:75](=[CH:76][CH:77]=[CH:78][CH:79]=3)[CH2:74]2)=[O:72])[CH:57]=1)=[O:60])[C:63]1[CH:64]=[CH:65][CH:66]=[CH:67][CH:68]=1. Given the reactants ClC1C(C(=O)N(CCCC)CCCC)=NN(C2C=CC(C(OCC)=O)=CC=2C(N2CCC3C(=CC=CC=3)C2)=O)C=1C.[Cl:42][C:43]1[C:44]([C:49]([O:51][CH2:52][CH3:53])=[O:50])=[N:45][NH:46][C:47]=1[CH3:48].F[C:55]1[CH:70]=[CH:69][C:58]([C:59]([O:61][CH2:62][C:63]2[CH:68]=[CH:67][CH:66]=[CH:65][CH:64]=2)=[O:60])=[CH:57][C:56]=1[C:71]([N:73]1[CH2:82][CH2:81][C:80]2[C:75](=[CH:76][CH:77]=[CH:78][CH:79]=2)[CH2:74]1)=[O:72], predict the reaction product. (2) Given the reactants Br[C:2]1[CH:7]=[CH:6][C:5]([S:8]([N:11]2[CH2:25][CH2:24][C:14]3([CH2:19][N:18]([CH:20]4[CH2:22][CH2:21]4)[C:17](=[O:23])[CH2:16][CH2:15]3)[CH2:13][CH2:12]2)(=[O:10])=[O:9])=[CH:4][CH:3]=1.CC1(C)C(C)(C)OB([C:34]2[CH:43]=[C:42]3[C:37]([CH:38]=[CH:39][CH:40]=[N:41]3)=[CH:36][CH:35]=2)O1.C([O-])([O-])=O.[Cs+].[Cs+], predict the reaction product. The product is: [CH:20]1([N:18]2[C:17](=[O:23])[CH2:16][CH2:15][C:14]3([CH2:24][CH2:25][N:11]([S:8]([C:5]4[CH:6]=[CH:7][C:2]([C:34]5[CH:43]=[C:42]6[C:37]([CH:38]=[CH:39][CH:40]=[N:41]6)=[CH:36][CH:35]=5)=[CH:3][CH:4]=4)(=[O:10])=[O:9])[CH2:12][CH2:13]3)[CH2:19]2)[CH2:22][CH2:21]1. (3) Given the reactants [CH3:1][N:2]1[C:7](=[O:8])[CH:6]=[CH:5][C:4]([C:9]([OH:11])=[O:10])=[CH:3]1.[C:12](Cl)(=O)C(Cl)=O, predict the reaction product. The product is: [CH3:12][O:10][C:9]([C:4]1[CH:5]=[CH:6][C:7](=[O:8])[N:2]([CH3:1])[CH:3]=1)=[O:11]. (4) The product is: [CH2:18]([O:17][C:8]1[C:9]([C:13]([CH3:16])([CH3:15])[CH3:14])=[CH:10][CH:11]=[CH:12][C:7]=1[C:33]1[CH:32]=[CH:31][CH:30]=[C:29]([CH:27]=[O:28])[CH:34]=1)[C:19]1[CH:24]=[CH:23][CH:22]=[CH:21][CH:20]=1. Given the reactants FC(F)(F)S(O[C:7]1[CH:12]=[CH:11][CH:10]=[C:9]([C:13]([CH3:16])([CH3:15])[CH3:14])[C:8]=1[O:17][CH2:18][C:19]1[CH:24]=[CH:23][CH:22]=[CH:21][CH:20]=1)(=O)=O.[CH:27]([C:29]1[CH:30]=[C:31](B(O)O)[CH:32]=[CH:33][CH:34]=1)=[O:28].C(COC)OC.C(=O)(O)[O-].[Na+], predict the reaction product. (5) Given the reactants Cl[Si](C)(C)[CH3:3].[C:6]1([C:12]2[N:13]([CH2:29][C:30]([OH:32])=[O:31])[C:14]([C:17]3[CH:22]=[CH:21][C:20]([N:23]4[CH2:28][CH2:27][CH2:26][CH2:25][CH2:24]4)=[CH:19][CH:18]=3)=[CH:15][CH:16]=2)[CH:11]=[CH:10][CH:9]=[CH:8][CH:7]=1, predict the reaction product. The product is: [CH3:3][O:31][C:30](=[O:32])[CH2:29][N:13]1[C:14]([C:17]2[CH:22]=[CH:21][C:20]([N:23]3[CH2:24][CH2:25][CH2:26][CH2:27][CH2:28]3)=[CH:19][CH:18]=2)=[CH:15][CH:16]=[C:12]1[C:6]1[CH:7]=[CH:8][CH:9]=[CH:10][CH:11]=1.